Dataset: Reaction yield outcomes from USPTO patents with 853,638 reactions. Task: Predict the reaction yield, written as a fraction of the theoretical maximum amount of product (1.0 means a 100% yield; for example, 0.34 means a 34% yield). (1) The reactants are [Cl:1][C:2]1[CH:9]=[CH:8][C:7]([N+:10]([O-])=O)=[CH:6][C:3]=1[C:4]#[N:5].[OH-].[Na+]. The catalyst is C(O)C. The product is [C:4]([C:3]1[CH:6]=[C:7]([CH:8]=[CH:9][C:2]=1[Cl:1])[NH2:10])#[N:5]. The yield is 0.510. (2) The yield is 0.680. The product is [F:1][C:2]1[CH:7]=[CH:6][C:5]([CH2:8][C:10]2[S:14][CH:13]=[N:12][CH:11]=2)=[CH:4][CH:3]=1. The catalyst is C(#N)C.ClCCl.CCOC(C)=O. The reactants are [F:1][C:2]1[CH:7]=[CH:6][C:5]([CH:8]([C:10]2[S:14][CH:13]=[N:12][CH:11]=2)O)=[CH:4][CH:3]=1.C[Si](I)(C)C.[I-].[Na+].Cl[Si](C)(C)C.[OH-].[Na+]. (3) The reactants are [CH:1]([C:3]1[CH:11]=[C:7]([C:8]([OH:10])=[O:9])[C:6]([OH:12])=[CH:5][CH:4]=1)=O.[C:13](#[N:17])[CH2:14][C:15]#[N:16].C(N)C1C=CC=CC=1. The catalyst is C(O)C. The product is [C:15]([C:14]([C:13]#[N:17])=[CH:1][C:3]1[CH:4]=[CH:5][C:6]([OH:12])=[C:7]([CH:11]=1)[C:8]([OH:10])=[O:9])#[N:16]. The yield is 0.327. (4) The reactants are [Cl-].[CH3:2][O:3][CH2:4][P+](C1C=CC=CC=1)(C1C=CC=CC=1)C1C=CC=CC=1.CC(C)([O-])C.[K+].[CH2:30]([O:37][C:38](=[O:48])[N:39]([CH3:47])[CH:40]1[CH2:45][CH2:44][C:43](=O)[CH2:42][CH2:41]1)[C:31]1[CH:36]=[CH:35][CH:34]=[CH:33][CH:32]=1.C([O-])(O)=O.[Na+]. The catalyst is C1COCC1. The product is [CH2:30]([O:37][C:38](=[O:48])[N:39]([CH:40]1[CH2:45][CH2:44][C:43](=[CH:2][O:3][CH3:4])[CH2:42][CH2:41]1)[CH3:47])[C:31]1[CH:36]=[CH:35][CH:34]=[CH:33][CH:32]=1. The yield is 0.980. (5) The reactants are [NH:1]1[CH:5]=[C:4]([C:6]2[C:7]3[CH:14]=[CH:13][N:12]([CH2:15][O:16][CH2:17][CH2:18][Si:19]([CH3:22])([CH3:21])[CH3:20])[C:8]=3[N:9]=[CH:10][N:11]=2)[CH:3]=[N:2]1.C(#N)C.[N:26]1([C:32]2[CH:33]=[C:34](/[CH:38]=[CH:39]/[C:40]#[N:41])[CH:35]=[N:36][CH:37]=2)[CH2:31][CH2:30][O:29][CH2:28][CH2:27]1.C1CCN2C(=NCCC2)CC1. No catalyst specified. The product is [N:26]1([C:32]2[CH:33]=[C:34]([CH:38]([N:1]3[CH:5]=[C:4]([C:6]4[C:7]5[CH:14]=[CH:13][N:12]([CH2:15][O:16][CH2:17][CH2:18][Si:19]([CH3:22])([CH3:21])[CH3:20])[C:8]=5[N:9]=[CH:10][N:11]=4)[CH:3]=[N:2]3)[CH2:39][C:40]#[N:41])[CH:35]=[N:36][CH:37]=2)[CH2:31][CH2:30][O:29][CH2:28][CH2:27]1. The yield is 1.00. (6) The reactants are [F:1][C:2]1[CH:7]=[CH:6][CH:5]=[CH:4][C:3]=1[SH:8].F[C:10]1[CH:15]=[CH:14][CH:13]=[CH:12][C:11]=1[N+:16]([O-:18])=[O:17].[F:19][C:20]1[CH:25]=[CH:24][CH:23]=[CH:22][C:21]=1[S:26][C:27]1[CH:33]=[CH:32][CH:31]=[CH:30][C:28]=1[NH2:29].[NH2:34][C:35]1SC=[CH:38][N:39]=1. No catalyst specified. The product is [F:1][C:2]1[CH:7]=[CH:6][CH:5]=[CH:4][C:3]=1[S:8][C:10]1[CH:15]=[CH:14][CH:13]=[CH:12][C:11]=1[N+:16]([O-:18])=[O:17].[F:19][C:20]1[CH:25]=[CH:24][CH:23]=[CH:22][C:21]=1[S:26][C:27]1[CH:33]=[CH:32][CH:31]=[CH:30][C:28]=1[NH:29][C:38]([NH:39][C:35]1[S:8][CH:3]=[CH:2][N:34]=1)=[O:17]. The yield is 0.830. (7) The yield is 0.960. The catalyst is C(Cl)Cl. The reactants are [CH:1]([OH:4])([CH3:3])[CH3:2].[CH3:5][C:6]1[O:7][C:8]([CH3:14])=[CH:9][C:10]=1[C:11](Cl)=[O:12]. The product is [CH:1]([O:4][C:11]([C:10]1[CH:9]=[C:8]([CH3:14])[O:7][C:6]=1[CH3:5])=[O:12])([CH3:3])[CH3:2]. (8) The reactants are [CH:1]1([C:7](=[S:9])[NH2:8])[CH2:6][CH2:5][CH2:4][CH2:3][CH2:2]1.Br[CH2:11][C:12](=O)[C:13]([O:15][CH2:16][CH3:17])=[O:14]. The catalyst is C1COCC1. The product is [CH2:16]([O:15][C:13]([C:12]1[N:8]=[C:7]([CH:1]2[CH2:6][CH2:5][CH2:4][CH2:3][CH2:2]2)[S:9][CH:11]=1)=[O:14])[CH3:17]. The yield is 0.740. (9) The reactants are [C:1]1([CH3:25])[CH:6]=[CH:5][CH:4]=[CH:3][C:2]=1[CH:7]1[CH2:16][CH2:15][C:14]2[C:9](=[CH:10][CH:11]=[C:12]([O:17][C:18]3[S:19][C:20]([CH2:23][NH2:24])=[CH:21][N:22]=3)[CH:13]=2)[O:8]1.Cl.CN(C)CCCN=C=NCC.ON1C2C=CC=CC=2N=N1.CN1CCOCC1.[O:55]1[C:59]([C:60](O)=[O:61])=[CH:58][CH:57]=[N:56]1. The catalyst is CN(C=O)C.O. The product is [C:1]1([CH3:25])[CH:6]=[CH:5][CH:4]=[CH:3][C:2]=1[CH:7]1[CH2:16][CH2:15][C:14]2[C:9](=[CH:10][CH:11]=[C:12]([O:17][C:18]3[S:19][C:20]([CH2:23][NH:24][C:60]([C:59]4[O:55][N:56]=[CH:57][CH:58]=4)=[O:61])=[CH:21][N:22]=3)[CH:13]=2)[O:8]1. The yield is 0.590. (10) The yield is 0.660. The catalyst is C1COCC1.O.Cl. The reactants are [C:1]1([C:7]2[C:11]([C:12](O)=[O:13])=[C:10]([C:15]([F:18])([F:17])[F:16])[O:9][N:8]=2)[CH:6]=[CH:5][CH:4]=[CH:3][CH:2]=1.C(N(CC)CC)C.C(OC(Cl)=O)C.[BH4-].[Na+]. The product is [C:1]1([C:7]2[C:11]([CH2:12][OH:13])=[C:10]([C:15]([F:17])([F:18])[F:16])[O:9][N:8]=2)[CH:2]=[CH:3][CH:4]=[CH:5][CH:6]=1.